This data is from Catalyst prediction with 721,799 reactions and 888 catalyst types from USPTO. The task is: Predict which catalyst facilitates the given reaction. (1) Reactant: [CH2:1]([C:3]1[CH:12]=[CH:11][C:10]2[C:5](=[CH:6][C:7]([O:13]C)=[CH:8][CH:9]=2)[CH:4]=1)[CH3:2].C(=O)([O-])[O-].[Na+].[Na+]. Product: [CH2:1]([C:3]1[CH:4]=[C:5]2[C:10]([CH:9]=[CH:8][C:7]([OH:13])=[CH:6]2)=[CH:11][CH:12]=1)[CH3:2]. The catalyst class is: 4. (2) Reactant: COC1C=CC(C[NH:8][C:9]([C:11]2[C:15]([NH:16][C:17]([NH2:19])=[O:18])=[CH:14][N:13]([C:20]3[CH:25]=[CH:24][CH:23]=[C:22]([OH:26])[CH:21]=3)[N:12]=2)=[O:10])=CC=1. Product: [OH:26][C:22]1[CH:21]=[C:20]([N:13]2[CH:14]=[C:15]([NH:16][C:17]([NH2:19])=[O:18])[C:11]([C:9]([NH2:8])=[O:10])=[N:12]2)[CH:25]=[CH:24][CH:23]=1. The catalyst class is: 67. (3) Reactant: Br[C:2]1[N:6]([CH:7]([CH3:9])[CH3:8])[C:5]2[CH:10]([C:26]3[CH:31]=[CH:30][C:29]([Cl:32])=[CH:28][CH:27]=3)[N:11]([C:14]3[CH:15]=[C:16]([CH3:25])[C:17]4[N:18]([C:20]([CH2:23][F:24])=[N:21][N:22]=4)[CH:19]=3)[C:12](=[O:13])[C:4]=2[N:3]=1.[O:33]1[CH2:37][CH:36]=[C:35](B2OC(C)(C)C(C)(C)O2)[CH2:34]1.C([O-])(O)=O.[Na+]. Product: [Cl:32][C:29]1[CH:30]=[CH:31][C:26]([CH:10]2[C:5]3[N:6]([CH:7]([CH3:9])[CH3:8])[C:2]([C:35]4[CH2:34][O:33][CH2:37][CH:36]=4)=[N:3][C:4]=3[C:12](=[O:13])[N:11]2[C:14]2[CH:15]=[C:16]([CH3:25])[C:17]3[N:18]([C:20]([CH2:23][F:24])=[N:21][N:22]=3)[CH:19]=2)=[CH:27][CH:28]=1. The catalyst class is: 25. (4) The catalyst class is: 6. Product: [Br:5][C:6]1[CH:11]=[C:10]([N+:1]([O-:4])=[O:2])[C:9]([O:12][CH3:13])=[CH:8][C:7]=1[CH:14]1[CH2:15][CH2:16][N:17]([CH3:20])[CH2:18][CH2:19]1. Reactant: [N+:1]([O-:4])(O)=[O:2].[Br:5][C:6]1[CH:11]=[CH:10][C:9]([O:12][CH3:13])=[CH:8][C:7]=1[CH:14]1[CH2:19][CH2:18][N:17]([CH3:20])[CH2:16][CH2:15]1.S(=O)(=O)(O)O.[OH-].[K+]. (5) Reactant: [C:1]1(=O)[O:6][C:4](=[O:5])[C:3]2=[CH:7][CH:8]=[CH:9][CH:10]=[C:2]12.[C:12]1([Mg]Br)[CH:17]=[CH:16][CH:15]=[CH:14][CH:13]=1.Cl. Product: [C:12]1([C:1]2([C:2]3[CH:3]=[CH:7][CH:8]=[CH:9][CH:10]=3)[C:2]3[C:3](=[CH:7][CH:8]=[CH:9][CH:10]=3)[C:4](=[O:5])[O:6]2)[CH:17]=[CH:16][CH:15]=[CH:14][CH:13]=1. The catalyst class is: 48. (6) Reactant: [CH3:1][C:2]1[C:3]([N:9]2[CH2:14][CH2:13][N:12]([C:15]([C:17]3[CH:22]=[CH:21][C:20]([N:23]4[CH:27]([CH3:28])[CH2:26][N:25](CC5C=CC(OC)=CC=5)[C:24]4=[O:38])=[CH:19][CH:18]=3)=[O:16])[CH2:11][CH2:10]2)=[N:4][CH:5]=[C:6]([CH3:8])[CH:7]=1.FC(F)(F)C(O)=O. Product: [CH3:1][C:2]1[C:3]([N:9]2[CH2:10][CH2:11][N:12]([C:15]([C:17]3[CH:18]=[CH:19][C:20]([N:23]4[CH:27]([CH3:28])[CH2:26][NH:25][C:24]4=[O:38])=[CH:21][CH:22]=3)=[O:16])[CH2:13][CH2:14]2)=[N:4][CH:5]=[C:6]([CH3:8])[CH:7]=1. The catalyst class is: 4. (7) Reactant: [CH:1]1([C:4]([N:6]2[CH2:11][CH2:10][N:9]([C:12]([O:14][C:15]([CH3:18])([CH3:17])[CH3:16])=[O:13])[CH2:8][CH:7]2[C:19]([O:21]C)=[O:20])=[O:5])[CH2:3][CH2:2]1.[OH-].[Na+:24]. Product: [CH:1]1([C:4]([N:6]2[CH2:11][CH2:10][N:9]([C:12]([O:14][C:15]([CH3:18])([CH3:16])[CH3:17])=[O:13])[CH2:8][CH:7]2[C:19]([O-:21])=[O:20])=[O:5])[CH2:3][CH2:2]1.[Na+:24]. The catalyst class is: 24. (8) Reactant: [N:1]1([C:7]([O:9][C@H:10](/[CH:12]=[CH:13]\[C:14]([NH:16][C@@H:17]2[CH2:22][C@H:21]([CH3:23])[C@H:20]([CH2:24]/[CH:25]=[C:26](\[CH3:29])/[CH:27]=[CH2:28])[O:19][C@@H:18]2[CH3:30])=[O:15])[CH3:11])=[O:8])[CH2:6][CH2:5][O:4][CH2:3][CH2:2]1.[CH:31]([C@H:33]1[O:40][C:39]([CH3:42])([CH3:41])[CH2:38][C@:35]2([O:37][CH2:36]2)[C@@H:34]1[OH:43])=[CH2:32].C1(=O)C=CC(=O)C=C1. Product: [CH:31]([C@H:33]1[O:40][C:39]([CH3:42])([CH3:41])[CH2:38][C@:35]2([O:37][CH2:36]2)[C@@H:34]1[OH:43])=[CH2:32].[N:1]1([C:7]([O:9][C@@H:10]([CH3:11])/[CH:12]=[CH:13]\[C:14]([NH:16][C@@H:17]2[CH2:22][C@H:21]([CH3:23])[C@H:20]([CH2:24]/[CH:25]=[C:26](\[CH3:29])/[CH:27]=[CH:28]/[C@H:33]3[O:40][C:39]([CH3:41])([CH3:42])[CH2:38][C@:35]4([O:37][CH2:36]4)[C@@H:34]3[OH:43])[O:19][C@@H:18]2[CH3:30])=[O:15])=[O:8])[CH2:2][CH2:3][O:4][CH2:5][CH2:6]1. The catalyst class is: 344. (9) Reactant: [NH2:1][C:2]1[N:6]([CH3:7])[N:5]=[C:4]([C:8]([O:10][CH3:11])=[O:9])[CH:3]=1.ClC(Cl)(O[C:16](=[O:22])OC(Cl)(Cl)Cl)Cl.CCN(C(C)C)C(C)C.[CH2:33]([NH2:37])[CH:34]([CH3:36])[CH3:35]. Product: [CH2:33]([NH:37][C:16](=[O:22])[NH:1][C:2]1[N:6]([CH3:7])[N:5]=[C:4]([C:8]([O:10][CH3:11])=[O:9])[CH:3]=1)[CH:34]([CH3:36])[CH3:35]. The catalyst class is: 1. (10) Reactant: C([N:5]1[C:9]([NH:10][C:11](=[O:19])[CH2:12][CH2:13][N:14]2[CH:18]=[CH:17][CH:16]=[N:15]2)=[CH:8][C:7]([C@@H:20]2[CH2:23][C@H:22]([O:24][C:25](=[O:34])[NH:26][CH2:27][CH:28]3[CH2:33][CH2:32][CH2:31][CH2:30][CH2:29]3)[CH2:21]2)=[N:6]1)(C)(C)C. Product: [N:14]1([CH2:13][CH2:12][C:11]([NH:10][C:9]2[NH:5][N:6]=[C:7]([C@@H:20]3[CH2:21][C@H:22]([O:24][C:25](=[O:34])[NH:26][CH2:27][CH:28]4[CH2:33][CH2:32][CH2:31][CH2:30][CH2:29]4)[CH2:23]3)[CH:8]=2)=[O:19])[CH:18]=[CH:17][CH:16]=[N:15]1. The catalyst class is: 67.